Dataset: Forward reaction prediction with 1.9M reactions from USPTO patents (1976-2016). Task: Predict the product of the given reaction. Given the reactants [C:1](=[O:22])(OC1C=CC([N+]([O-])=O)=CC=1)[O:2][CH2:3][CH2:4][N:5]1[CH2:10][CH2:9][N:8]([CH3:11])[CH2:7][CH2:6]1.CCN(CC)CC.Cl.Cl.[CH3:32][C:33]1[CH:38]=[CH:37][CH:36]=[CH:35][C:34]=1[N:39]1[CH2:44][CH2:43][NH:42][CH2:41][CH2:40]1, predict the reaction product. The product is: [NH3:5].[CH3:32][C:33]1[CH:38]=[CH:37][CH:36]=[CH:35][C:34]=1[N:39]1[CH2:44][CH2:43][N:42]([C:1]([O:2][CH2:3][CH2:4][N:5]2[CH2:6][CH2:7][N:8]([CH3:11])[CH2:9][CH2:10]2)=[O:22])[CH2:41][CH2:40]1.